From a dataset of Full USPTO retrosynthesis dataset with 1.9M reactions from patents (1976-2016). Predict the reactants needed to synthesize the given product. (1) Given the product [CH2:1]([S:3]([C:6]1[CH:13]=[C:12]([N:14]2[CH2:15][CH2:16][O:17][CH2:18][CH2:19]2)[CH:11]=[C:10]([CH3:20])[C:7]=1[C:8]([NH2:9])=[O:23])(=[O:5])=[O:4])[CH3:2], predict the reactants needed to synthesize it. The reactants are: [CH2:1]([S:3]([C:6]1[CH:13]=[C:12]([N:14]2[CH2:19][CH2:18][O:17][CH2:16][CH2:15]2)[CH:11]=[C:10]([CH3:20])[C:7]=1[C:8]#[N:9])(=[O:5])=[O:4])[CH3:2].N.S(=O)(=O)(O)[OH:23]. (2) Given the product [CH:29]1([CH2:28][N:17]([C:18]2[CH:23]=[CH:22][C:21]([S:24]([CH3:27])(=[O:25])=[O:26])=[CH:20][CH:19]=2)[C:15](=[O:16])[NH:14][C:12]2[S:13][C:9]([S:8][C:5]([CH3:7])([CH3:6])[C:4]([OH:34])=[O:3])=[CH:10][N:11]=2)[CH2:33][CH2:32][CH2:31][CH2:30]1, predict the reactants needed to synthesize it. The reactants are: C([O:3][C:4](=[O:34])[C:5]([S:8][C:9]1[S:13][C:12]([NH:14][C:15]([N:17]([CH2:28][CH:29]2[CH2:33][CH2:32][CH2:31][CH2:30]2)[C:18]2[CH:23]=[CH:22][C:21]([S:24]([CH3:27])(=[O:26])=[O:25])=[CH:20][CH:19]=2)=[O:16])=[N:11][CH:10]=1)([CH3:7])[CH3:6])C.C1(CN(C2C=CC(S(C)(=O)=O)=CC=2)C(=O)NC2SC=C(CC(O)=O)N=2)CCCC1.C1(CNC2C=CC(S(C)(=O)=O)=CC=2)CCCC1.C(OC(=O)C(SC1SC(N)=NC=1)(C)C)C. (3) Given the product [Cl:21][C:22]1[CH:23]=[C:24]([C:25]2[O:15][N:14]=[C:13]([CH2:12][N:8]3[C:9]4[C:5](=[C:4]([C:17]([F:19])([F:20])[F:18])[C:3]([C:1]#[N:2])=[CH:11][CH:10]=4)[CH:6]=[CH:7]3)[N:16]=2)[CH:28]=[C:29]([Cl:31])[CH:30]=1, predict the reactants needed to synthesize it. The reactants are: [C:1]([C:3]1[C:4]([C:17]([F:20])([F:19])[F:18])=[C:5]2[C:9](=[CH:10][CH:11]=1)[N:8]([CH2:12][C:13](=[NH:16])[NH:14][OH:15])[CH:7]=[CH:6]2)#[N:2].[Cl:21][C:22]1[CH:23]=[C:24]([CH:28]=[C:29]([Cl:31])[CH:30]=1)[C:25](O)=O. (4) Given the product [Cl:14][C:15]1[CH:20]=[CH:19][C:18]([C:21]2[CH:26]=[CH:25][C:24]([CH:27]3[CH2:28][CH2:29]3)=[C:23]([CH:30]=[C:5]3[C:4]([CH3:9])([CH3:8])[O:3][C:2]([CH3:10])([CH3:1])[C:6]3=[O:7])[CH:22]=2)=[C:17]([F:32])[CH:16]=1, predict the reactants needed to synthesize it. The reactants are: [CH3:1][C:2]1([CH3:10])[C:6](=[O:7])[CH2:5][C:4]([CH3:9])([CH3:8])[O:3]1.C[O-].[Na+].[Cl:14][C:15]1[CH:20]=[CH:19][C:18]([C:21]2[CH:26]=[CH:25][C:24]([CH:27]3[CH2:29][CH2:28]3)=[C:23]([CH:30]=O)[CH:22]=2)=[C:17]([F:32])[CH:16]=1. (5) Given the product [N:10]1([C:13]([O:15][C:16]([CH3:19])([CH3:18])[CH3:17])=[O:14])[CH2:11][CH:12]=[C:7]([C:25]2[CH:26]=[CH:27][N:22]=[CH:23][CH:24]=2)[CH2:8][CH2:9]1, predict the reactants needed to synthesize it. The reactants are: FC(F)(F)S(O[C:7]1[CH2:8][CH2:9][N:10]([C:13]([O:15][C:16]([CH3:19])([CH3:18])[CH3:17])=[O:14])[CH2:11][CH:12]=1)(=O)=O.[N:22]1[CH:27]=[CH:26][C:25](B(O)O)=[CH:24][CH:23]=1.COCCOC.C(=O)([O-])[O-].[Cs+].[Cs+]. (6) Given the product [CH:1]([C:4]1[CH:9]=[CH:8][CH:7]=[CH:6][C:5]=1[S:10][C:11]1[CH:16]=[CH:15][C:14](/[CH:17]=[CH:18]/[C:19]([N:21]2[CH2:22][CH2:23][N:39]([CH2:38][CH2:37][O:36][CH2:35][CH2:34][OH:33])[CH2:40][CH2:41]2)=[O:20])=[C:13]([Cl:31])[C:12]=1[Cl:32])([CH3:2])[CH3:3], predict the reactants needed to synthesize it. The reactants are: [CH:1]([C:4]1[CH:9]=[CH:8][CH:7]=[CH:6][C:5]=1[S:10][C:11]1[CH:16]=[CH:15][C:14](/[CH:17]=[CH:18]/[C:19]([NH:21][CH2:22][CH2:23]CN2CCCC2=O)=[O:20])=[C:13]([Cl:31])[C:12]=1[Cl:32])([CH3:3])[CH3:2].[OH:33][CH2:34][CH2:35][O:36][CH2:37][CH2:38][N:39]1CCN[CH2:41][CH2:40]1.